Predict the product of the given reaction. From a dataset of Forward reaction prediction with 1.9M reactions from USPTO patents (1976-2016). (1) Given the reactants [Cl:1][C:2]1[CH:7]=[CH:6][C:5]([CH:8]([C:20]2[CH:25]=[CH:24][C:23]([Cl:26])=[CH:22][CH:21]=2)[C:9]2[CH:10]=[C:11]3[C:16](=[CH:17][CH:18]=2)[N:15]=[CH:14][N:13]=[C:12]3Cl)=[CH:4][CH:3]=1.[F:27][C:28]([F:40])([F:39])[S:29]([NH:32][CH:33]1[CH2:38][CH2:37][NH:36][CH2:35][CH2:34]1)(=[O:31])=[O:30].CC(O)C, predict the reaction product. The product is: [Cl:26][C:23]1[CH:22]=[CH:21][C:20]([CH:8]([C:5]2[CH:4]=[CH:3][C:2]([Cl:1])=[CH:7][CH:6]=2)[C:9]2[CH:10]=[C:11]3[C:16](=[CH:17][CH:18]=2)[N:15]=[CH:14][N:13]=[C:12]3[N:36]2[CH2:35][CH2:34][CH:33]([NH:32][S:29]([C:28]([F:39])([F:27])[F:40])(=[O:30])=[O:31])[CH2:38][CH2:37]2)=[CH:25][CH:24]=1. (2) Given the reactants [OH:1][C:2]([C:5]1[N:6]=[CH:7][C:8]([N:11]2[CH2:15][C@@:14]3([CH2:20][CH2:19][CH2:18][C@@:17]([CH2:22][N:23]4[C:27]5[CH:28]=[C:29]([C:32]#[N:33])[CH:30]=[CH:31][C:26]=5[N:25]=[CH:24]4)([CH3:21])[CH2:16]3)[O:13][C:12]2=[O:34])=[N:9][CH:10]=1)([CH3:4])[CH3:3].[H-].[Na+].[CH3:37]I, predict the reaction product. The product is: [CH3:37][O:1][C:2]([C:5]1[N:6]=[CH:7][C:8]([N:11]2[CH2:15][C@@:14]3([CH2:20][CH2:19][CH2:18][C@@:17]([CH2:22][N:23]4[C:27]5[CH:28]=[C:29]([C:32]#[N:33])[CH:30]=[CH:31][C:26]=5[N:25]=[CH:24]4)([CH3:21])[CH2:16]3)[O:13][C:12]2=[O:34])=[N:9][CH:10]=1)([CH3:3])[CH3:4]. (3) Given the reactants Cl[C:2]1[CH:7]=[CH:6][C:5]([N+:8]([O-:10])=[O:9])=[CH:4][N:3]=1.[NH:11]1[CH2:16][CH2:15][O:14][CH2:13][CH2:12]1.CCN(CC)CC, predict the reaction product. The product is: [N+:8]([C:5]1[CH:6]=[CH:7][C:2]([N:11]2[CH2:16][CH2:15][O:14][CH2:13][CH2:12]2)=[N:3][CH:4]=1)([O-:10])=[O:9]. (4) Given the reactants C(OC(=O)[NH:7][C@H:8]1[CH2:12][CH2:11][N:10]([CH2:13][C:14]2[CH:19]=[CH:18][C:17]([F:20])=[C:16]([F:21])[CH:15]=2)[CH2:9]1)(C)(C)C.[ClH:23], predict the reaction product. The product is: [ClH:23].[ClH:23].[F:21][C:16]1[CH:15]=[C:14]([CH:19]=[CH:18][C:17]=1[F:20])[CH2:13][N:10]1[CH2:11][CH2:12][C@H:8]([NH2:7])[CH2:9]1. (5) Given the reactants C([O:8][C:9]1[CH:10]=[C:11](B(O)O)[CH:12]=[C:13]([F:15])[CH:14]=1)C1C=CC=CC=1.I[C:20]1[C:28]2[C:23](=[N:24][CH:25]=[N:26][C:27]=2[NH2:29])[N:22]([CH:30]([CH3:32])[CH3:31])[N:21]=1.C([O-])([O-])=O.[Na+].[Na+], predict the reaction product. The product is: [NH2:29][C:27]1[N:26]=[CH:25][N:24]=[C:23]2[N:22]([CH:30]([CH3:32])[CH3:31])[N:21]=[C:20]([C:11]3[CH:10]=[C:9]([OH:8])[CH:14]=[C:13]([F:15])[CH:12]=3)[C:28]=12. (6) Given the reactants Br[C:2]1[NH:3][C:4]2[C:9]([C:10]=1[C:11]([O:13][CH3:14])=[O:12])=[CH:8][CH:7]=[CH:6][CH:5]=2.[CH3:15][C:16]1(C)C(C)(C)OB(C=C)O1.C(=O)([O-])[O-].[Cs+].[Cs+], predict the reaction product. The product is: [CH:15]([C:2]1[NH:3][C:4]2[C:9]([C:10]=1[C:11]([O:13][CH3:14])=[O:12])=[CH:8][CH:7]=[CH:6][CH:5]=2)=[CH2:16]. (7) Given the reactants [Cl:1][C:2]1[CH:3]=[C:4]([CH:6]=[CH:7][C:8]=1[O:9][C:10]1[C:19]2[C:14](=[CH:15][C:16]([O:22][CH3:23])=[C:17]([O:20][CH3:21])[CH:18]=2)[N:13]=[CH:12][CH:11]=1)[NH2:5].C(N(CC)CC)C.ClC(Cl)(O[C:35](=[O:41])OC(Cl)(Cl)Cl)Cl.[F:43][C:44]1[CH:49]=[CH:48][C:47]([CH:50]([NH2:52])[CH3:51])=[CH:46][CH:45]=1, predict the reaction product. The product is: [Cl:1][C:2]1[CH:3]=[C:4]([NH:5][C:35]([NH:52][CH:50]([C:47]2[CH:48]=[CH:49][C:44]([F:43])=[CH:45][CH:46]=2)[CH3:51])=[O:41])[CH:6]=[CH:7][C:8]=1[O:9][C:10]1[C:19]2[C:14](=[CH:15][C:16]([O:22][CH3:23])=[C:17]([O:20][CH3:21])[CH:18]=2)[N:13]=[CH:12][CH:11]=1.